Task: Predict the product of the given reaction.. Dataset: Forward reaction prediction with 1.9M reactions from USPTO patents (1976-2016) (1) Given the reactants C[O:2][C:3]([C:5]1([C:8]2[CH:13]=[CH:12][C:11]([C:14]3[CH:19]=[CH:18][C:17]([N:20]4[C:24]([NH:25][C:26]([O:28][C@@H:29]([C:31]5[CH:36]=[CH:35][CH:34]=[CH:33][CH:32]=5)[CH3:30])=[O:27])=[C:23]([CH2:37][CH3:38])[N:22]=[N:21]4)=[CH:16][CH:15]=3)=[CH:10][CH:9]=2)[CH2:7][CH2:6]1)=[O:4].[OH-].[Na+], predict the reaction product. The product is: [CH2:37]([C:23]1[N:22]=[N:21][N:20]([C:17]2[CH:18]=[CH:19][C:14]([C:11]3[CH:10]=[CH:9][C:8]([C:5]4([C:3]([OH:4])=[O:2])[CH2:7][CH2:6]4)=[CH:13][CH:12]=3)=[CH:15][CH:16]=2)[C:24]=1[NH:25][C:26]([O:28][C@@H:29]([C:31]1[CH:32]=[CH:33][CH:34]=[CH:35][CH:36]=1)[CH3:30])=[O:27])[CH3:38]. (2) The product is: [O:4]=[C:5]1[N:9]([CH2:10][CH2:11][CH2:12][C:13]([O:15][Cl:23])=[O:14])[C:8]2[CH:16]=[CH:17][CH:18]=[CH:19][C:7]=2[NH:6]1. Given the reactants ClCCl.[O:4]=[C:5]1[N:9]([CH2:10][CH2:11][CH2:12][C:13]([OH:15])=[O:14])[C:8]2[CH:16]=[CH:17][CH:18]=[CH:19][C:7]=2[NH:6]1.C(Cl)(=O)C([Cl:23])=O, predict the reaction product. (3) Given the reactants Cl[C:2]1[C:11]2[C:6](=[CH:7][C:8]([O:14][CH3:15])=[C:9]([O:12][CH3:13])[CH:10]=2)[N:5]2[N:16]=[N:17][C:18]([S:19]([C:22]3[CH:27]=[CH:26][CH:25]=[CH:24][CH:23]=3)(=[O:21])=[O:20])=[C:4]2[N:3]=1.[CH2:28]([NH:30][CH2:31][CH3:32])[CH3:29], predict the reaction product. The product is: [CH2:28]([N:30]([CH2:31][CH3:32])[C:2]1[C:11]2[C:6](=[CH:7][C:8]([O:14][CH3:15])=[C:9]([O:12][CH3:13])[CH:10]=2)[N:5]2[N:16]=[N:17][C:18]([S:19]([C:22]3[CH:27]=[CH:26][CH:25]=[CH:24][CH:23]=3)(=[O:21])=[O:20])=[C:4]2[N:3]=1)[CH3:29]. (4) Given the reactants C(O)(C(F)(F)F)=O.[Cl:8][C:9]1[CH:10]=[CH:11][C:12]([CH3:28])=[C:13]([C:15]([NH:19][CH2:20][CH:21](OCC)OCC)=[CH:16][C:17]#[N:18])[CH:14]=1, predict the reaction product. The product is: [Cl:8][C:9]1[CH:10]=[CH:11][C:12]([CH3:28])=[C:13]([C:15]2[NH:19][CH:20]=[CH:21][C:16]=2[C:17]#[N:18])[CH:14]=1. (5) Given the reactants C([O:8][C:9]1[CH:10]=[C:11]([CH:37]=[C:38]([O:40][CH2:41][CH:42]2[CH2:44][CH2:43]2)[CH:39]=1)[CH2:12][N:13]1[C:21]2[C:16](=[CH:17][CH:18]=[CH:19][CH:20]=2)[C:15]([C:22]2[CH:27]=[CH:26][C:25]([C:28]([CH3:31])([CH3:30])[CH3:29])=[CH:24][CH:23]=2)=[C:14]1[C:32]([O:34][CH2:35][CH3:36])=[O:33])C1C=CC=CC=1, predict the reaction product. The product is: [C:28]([C:25]1[CH:24]=[CH:23][C:22]([C:15]2[C:16]3[C:21](=[CH:20][CH:19]=[CH:18][CH:17]=3)[N:13]([CH2:12][C:11]3[CH:10]=[C:9]([OH:8])[CH:39]=[C:38]([O:40][CH2:41][CH:42]4[CH2:44][CH2:43]4)[CH:37]=3)[C:14]=2[C:32]([O:34][CH2:35][CH3:36])=[O:33])=[CH:27][CH:26]=1)([CH3:31])([CH3:29])[CH3:30].